From a dataset of Reaction yield outcomes from USPTO patents with 853,638 reactions. Predict the reaction yield, written as a fraction of the theoretical maximum amount of product (1.0 means a 100% yield; for example, 0.34 means a 34% yield). (1) The reactants are [Cl:1][C:2]1[N:7]=[CH:6][C:5]([CH2:8][C:9]([OH:11])=[O:10])=[CH:4][CH:3]=1.S(=O)(=O)(O)O.[CH2:17](O)[CH3:18]. No catalyst specified. The product is [Cl:1][C:2]1[N:7]=[CH:6][C:5]([CH2:8][C:9]([O:11][CH2:17][CH3:18])=[O:10])=[CH:4][CH:3]=1. The yield is 0.950. (2) The reactants are C([O:8][C:9]1[CH:10]=[C:11]([C:15]2(O)[CH2:19][CH2:18][CH2:17][CH2:16]2)[CH:12]=[CH:13][CH:14]=1)C1C=CC=CC=1.C12C3C1C23. The catalyst is CCOC(C)=O.Cl.[Pd]. The product is [CH:15]1([C:11]2[CH:10]=[C:9]([OH:8])[CH:14]=[CH:13][CH:12]=2)[CH2:16][CH2:17][CH2:18][CH2:19]1. The yield is 0.770.